Dataset: Peptide-MHC class II binding affinity with 134,281 pairs from IEDB. Task: Regression. Given a peptide amino acid sequence and an MHC pseudo amino acid sequence, predict their binding affinity value. This is MHC class II binding data. (1) The peptide sequence is SGFLGPLLVLQAGFFLLTR. The MHC is HLA-DPA10201-DPB10101 with pseudo-sequence HLA-DPA10201-DPB10101. The binding affinity (normalized) is 0.871. (2) The peptide sequence is VGAKQENWNTSIKTL. The MHC is DRB4_0101 with pseudo-sequence DRB4_0103. The binding affinity (normalized) is 0. (3) The peptide sequence is VIIMDEAHFLDPASI. The MHC is HLA-DQA10201-DQB10303 with pseudo-sequence HLA-DQA10201-DQB10303. The binding affinity (normalized) is 0.377. (4) The peptide sequence is GELQIVDKWDAAFKI. The MHC is DRB1_0701 with pseudo-sequence DRB1_0701. The binding affinity (normalized) is 0.581. (5) The peptide sequence is WGAIWRIDTPDKLTG. The MHC is HLA-DPA10201-DPB11401 with pseudo-sequence HLA-DPA10201-DPB11401. The binding affinity (normalized) is 0.195. (6) The peptide sequence is ENHCKYAGPFGMSRI. The MHC is DRB1_0101 with pseudo-sequence DRB1_0101. The binding affinity (normalized) is 0.832.